This data is from Forward reaction prediction with 1.9M reactions from USPTO patents (1976-2016). The task is: Predict the product of the given reaction. (1) The product is: [CH3:12][O:11][C:4]1[CH:3]=[C:2]([N:13]2[CH2:18][CH2:17][O:16][CH2:15][CH2:14]2)[CH:7]=[CH:6][C:5]=1[N+:8]([O-:10])=[O:9]. Given the reactants F[C:2]1[CH:7]=[CH:6][C:5]([N+:8]([O-:10])=[O:9])=[C:4]([O:11][CH3:12])[CH:3]=1.[NH:13]1[CH2:18][CH2:17][O:16][CH2:15][CH2:14]1.C([O-])([O-])=O.[K+].[K+].O, predict the reaction product. (2) Given the reactants [F:1][C:2]1[CH:3]=[C:4]([C@H:9]2[N:14](CC(NC3C=C4C(=CC=3)C[C@@]3(C(=O)NC(=O)N3C)C4)=O)[C:13](=[O:35])[C:12]([CH3:37])([CH3:36])[S:11][CH2:10]2)[CH:5]=[C:6]([F:8])[CH:7]=1.ClC1C=C(C=CC=1)C(OO)=O.[OH-].[Ca+2].[OH-], predict the reaction product. The product is: [F:8][C:6]1[CH:5]=[C:4]([CH:9]2[NH:14][C:13](=[O:35])[C:12]([CH3:37])([CH3:36])[S:11][CH2:10]2)[CH:3]=[C:2]([F:1])[CH:7]=1. (3) The product is: [CH3:20][C@H:18]1[CH2:19][N:14]2[N:13]=[CH:12][C:11]([N:9]3[CH2:10][CH:6]([C:2]4[O:1][CH:5]=[N:4][N:3]=4)[CH2:7][C:8]3=[O:28])=[C:15]2[CH2:16][N:17]1[C:21]([NH:47][C:41]1[CH:40]=[C:39]([F:38])[C:44]([F:45])=[C:43]([F:46])[CH:42]=1)=[O:22]. Given the reactants [O:1]1[CH:5]=[N:4][N:3]=[C:2]1[CH:6]1[CH2:10][N:9]([C:11]2[CH:12]=[N:13][N:14]3[CH2:19][C@H:18]([CH3:20])[N:17]([C:21](OC(C)(C)C)=[O:22])[CH2:16][C:15]=23)[C:8](=[O:28])[CH2:7]1.C(N(C(C)C)C(C)C)C.[F:38][C:39]1[CH:40]=[C:41]([NH:47]C(=O)OC2C=CC=CC=2)[CH:42]=[C:43]([F:46])[C:44]=1[F:45], predict the reaction product. (4) Given the reactants [Br:1][C:2]1[CH:3]=[C:4]2[CH:12]=[CH:11][N:10]([CH3:13])[C:5]2=[C:6]([O:8][CH3:9])[N:7]=1.[I:14]N1C(=O)CCC1=O, predict the reaction product. The product is: [Br:1][C:2]1[CH:3]=[C:4]2[C:12]([I:14])=[CH:11][N:10]([CH3:13])[C:5]2=[C:6]([O:8][CH3:9])[N:7]=1. (5) Given the reactants [NH2:1][C:2]1[N:6]([C:7]2[CH:12]=[CH:11][CH:10]=[CH:9][CH:8]=2)[N:5]=[C:4]([C:13]([OH:15])=O)[C:3]=1[CH3:16].C[CH2:18][N:19](C(C)C)C(C)C.Cl.CN.CN(C(ON1N=NC2C=CC=NC1=2)=[N+](C)C)C.F[P-](F)(F)(F)(F)F, predict the reaction product. The product is: [NH2:1][C:2]1[N:6]([C:7]2[CH:8]=[CH:9][CH:10]=[CH:11][CH:12]=2)[N:5]=[C:4]([C:13]([NH:19][CH3:18])=[O:15])[C:3]=1[CH3:16]. (6) Given the reactants CC1(C)C(C)(C)OB([C:9]2[CH:10]=[CH:11][C:12]3[C:21]4[C:16](=[CH:17][C:18]([C:22]5[CH:23]=[CH:24][C:25]6[N:29]=[C:28]([C@H:30]7[CH:35]8[CH2:36][C@H:32]([CH2:33][CH2:34]8)[N:31]7[C:37]([O:39][C:40]([CH3:43])([CH3:42])[CH3:41])=[O:38])[NH:27][C:26]=6[CH:44]=5)=[CH:19][CH:20]=4)[O:15][CH2:14][C:13]=3[CH:45]=2)O1.Br[C:48]1[NH:52][C:51]([C@@H:53]2[CH2:57][CH2:56][CH2:55][N:54]2[C:58](=[O:68])[C@@H:59]([NH:63][C:64](=[O:67])[O:65][CH3:66])[CH:60]([CH3:62])[CH3:61])=[N:50][CH:49]=1.C(=O)([O-])[O-].[K+].[K+], predict the reaction product. The product is: [CH3:66][O:65][C:64]([NH:63][C@@H:59]([CH:60]([CH3:62])[CH3:61])[C:58]([N:54]1[CH2:55][CH2:56][CH2:57][C@H:53]1[C:51]1[NH:52][C:48]([C:9]2[CH:10]=[CH:11][C:12]3[C:21]4[C:16](=[CH:17][C:18]([C:22]5[CH:23]=[CH:24][C:25]6[N:29]=[C:28]([C@H:30]7[CH:35]8[CH2:36][C@H:32]([CH2:33][CH2:34]8)[N:31]7[C:37]([O:39][C:40]([CH3:41])([CH3:43])[CH3:42])=[O:38])[NH:27][C:26]=6[CH:44]=5)=[CH:19][CH:20]=4)[O:15][CH2:14][C:13]=3[CH:45]=2)=[CH:49][N:50]=1)=[O:68])=[O:67].